From a dataset of Forward reaction prediction with 1.9M reactions from USPTO patents (1976-2016). Predict the product of the given reaction. (1) Given the reactants [OH:1][CH:2]1[CH2:7][N:6]([C:8]([O:10][C:11]([CH3:14])([CH3:13])[CH3:12])=[O:9])[CH2:5][CH:4]([C:15]([O:17][CH3:18])=[O:16])[CH2:3]1.C(N(CC)C(C)C)(C)C.[CH3:28][S:29](Cl)(=[O:31])=[O:30].C(=O)(O)[O-].[Na+], predict the reaction product. The product is: [CH3:28][S:29]([O:1][CH:2]1[CH2:7][N:6]([C:8]([O:10][C:11]([CH3:12])([CH3:13])[CH3:14])=[O:9])[CH2:5][CH:4]([C:15]([O:17][CH3:18])=[O:16])[CH2:3]1)(=[O:31])=[O:30]. (2) Given the reactants [CH3:1][O:2][CH2:3][CH2:4][S:5](Cl)(=[O:7])=[O:6].[Cl:9][C:10]1[C:11]([CH2:20][O:21][C:22]2[CH:27]=[CH:26][C:25]([Cl:28])=[C:24]([Cl:29])[CH:23]=2)=[CH:12][C:13]2[O:17][N:16]=[C:15]([NH2:18])[C:14]=2[CH:19]=1, predict the reaction product. The product is: [Cl:9][C:10]1[C:11]([CH2:20][O:21][C:22]2[CH:27]=[CH:26][C:25]([Cl:28])=[C:24]([Cl:29])[CH:23]=2)=[CH:12][C:13]2[O:17][N:16]=[C:15]([NH:18][S:5]([CH2:4][CH2:3][O:2][CH3:1])(=[O:7])=[O:6])[C:14]=2[CH:19]=1. (3) Given the reactants [C:1]([S:5][CH2:6][C:7]1[CH:26]=[C:25]([N+:27]([O-])=O)[CH:24]=[CH:23][C:8]=1[O:9][C:10]1[CH:11]=[C:12]([CH2:18][C:19]([O:21][CH3:22])=[O:20])[CH:13]=[CH:14][C:15]=1[O:16][CH3:17])([CH3:4])([CH3:3])[CH3:2].CN(C)N.C, predict the reaction product. The product is: [NH2:27][C:25]1[CH:24]=[CH:23][C:8]([O:9][C:10]2[CH:11]=[C:12]([CH2:18][C:19]([O:21][CH3:22])=[O:20])[CH:13]=[CH:14][C:15]=2[O:16][CH3:17])=[C:7]([CH2:6][S:5][C:1]([CH3:4])([CH3:3])[CH3:2])[CH:26]=1. (4) The product is: [NH2:6][C:3]1[N:4]=[CH:5][N:1]([CH2:26][O:25][CH2:24][CH2:23][Si:20]([CH3:22])([CH3:21])[CH3:19])[N:2]=1. Given the reactants [N:1]1[N:2]=[C:3]([N:6]2C(=O)C3C(=CC=CC=3)C2=O)[NH:4][CH:5]=1.[H-].[Na+].[CH3:19][Si:20]([CH2:23][CH2:24][O:25][CH2:26]Cl)([CH3:22])[CH3:21].Cl.O.NN, predict the reaction product. (5) Given the reactants C([O-])([O-])=O.[K+].[K+].[NH2:7][C:8]1[CH:9]=[C:10]([OH:14])[CH:11]=[CH:12][CH:13]=1.Cl[C:16]1[CH:21]=[CH:20][C:19]([N+:22]([O-:24])=[O:23])=[C:18]([CH:25]([O:28][CH3:29])[O:26][CH3:27])[CH:17]=1, predict the reaction product. The product is: [CH3:29][O:28][CH:25]([O:26][CH3:27])[C:18]1[CH:17]=[C:16]([CH:21]=[CH:20][C:19]=1[N+:22]([O-:24])=[O:23])[O:14][C:10]1[CH:9]=[C:8]([NH2:7])[CH:13]=[CH:12][CH:11]=1. (6) Given the reactants Cl[C:2]1[C:7]([Cl:8])=[CH:6][C:5]([C:9]([F:12])([F:11])[F:10])=[CH:4][N:3]=1.[CH:13]1([N:16]2[C:24]3[C:19](=[CH:20][C:21]([CH2:25][NH:26][S:27]([C:30]4[CH:39]=[CH:38][C:33]([C:34]([O:36][CH3:37])=[O:35])=[CH:32][CH:31]=4)(=[O:29])=[O:28])=[CH:22][CH:23]=3)[CH:18]=[N:17]2)[CH2:15][CH2:14]1, predict the reaction product. The product is: [Cl:8][C:7]1[C:2]([N:26]([CH2:25][C:21]2[CH:20]=[C:19]3[C:24](=[CH:23][CH:22]=2)[N:16]([CH:13]2[CH2:15][CH2:14]2)[N:17]=[CH:18]3)[S:27]([C:30]2[CH:31]=[CH:32][C:33]([C:34]([O:36][CH3:37])=[O:35])=[CH:38][CH:39]=2)(=[O:29])=[O:28])=[N:3][CH:4]=[C:5]([C:9]([F:12])([F:11])[F:10])[CH:6]=1. (7) The product is: [CH2:1]([O:3][C:4](=[O:7])[CH:5]=[N:14][NH:13][CH2:8][CH2:9][CH2:10][CH2:11][CH3:12])[CH3:2]. Given the reactants [CH2:1]([O:3][C:4](=[O:7])[CH:5]=O)[CH3:2].[CH2:8]([NH:13][NH2:14])[CH2:9][CH2:10][CH2:11][CH3:12], predict the reaction product.